From a dataset of Full USPTO retrosynthesis dataset with 1.9M reactions from patents (1976-2016). Predict the reactants needed to synthesize the given product. (1) Given the product [C:19]([Si:16]([O:9][C:7]1[CH:8]=[C:3]([CH2:1][CH3:2])[CH:4]=[CH:5][C:6]=1[F:10])([CH3:18])[CH3:17])([CH3:22])([CH3:21])[CH3:20], predict the reactants needed to synthesize it. The reactants are: [CH2:1]([C:3]1[CH:4]=[CH:5][C:6]([F:10])=[C:7]([OH:9])[CH:8]=1)[CH3:2].N1C=CN=C1.[Si:16](Cl)([C:19]([CH3:22])([CH3:21])[CH3:20])([CH3:18])[CH3:17]. (2) Given the product [Cl:8][C:7]1[N:6]=[CH:5][N:4]=[C:3]([NH2:10])[C:2]=1[NH2:1], predict the reactants needed to synthesize it. The reactants are: [NH2:1][C:2]1[C:3](Cl)=[N:4][CH:5]=[N:6][C:7]=1[Cl:8].[NH3:10]. (3) Given the product [CH3:1][O:2][C:3](=[O:24])[CH2:4][NH:5][C:6]([C:8]1[CH:9]=[CH:10][CH:11]=[C:12]2[O:16][C:15]([NH:17][CH:18]3[CH2:23][CH2:22][N:21]([CH2:31][C:30]4[CH:33]=[C:34]([O:37][CH2:38][CH3:39])[C:35]([F:36])=[C:28]([O:27][CH2:25][CH3:26])[CH:29]=4)[CH2:20][CH2:19]3)=[N:14][C:13]=12)=[O:7], predict the reactants needed to synthesize it. The reactants are: [CH3:1][O:2][C:3](=[O:24])[CH2:4][NH:5][C:6]([C:8]1[CH:9]=[CH:10][CH:11]=[C:12]2[O:16][C:15]([NH:17][CH:18]3[CH2:23][CH2:22][NH:21][CH2:20][CH2:19]3)=[N:14][C:13]=12)=[O:7].[CH2:25]([O:27][C:28]1[CH:29]=[C:30]([CH:33]=[C:34]([O:37][CH2:38][CH3:39])[C:35]=1[F:36])[CH:31]=O)[CH3:26].C([BH3-])#N.[Na+].C(N(C(C)C)C(C)C)C. (4) Given the product [Cl:24][C:23]1[C:22]([CH2:25][N:26]2[CH2:31][CH2:30][N:29]3[CH2:32][CH2:33][CH2:34][C@H:28]3[CH2:27]2)=[C:21]([C:35]([F:37])([F:38])[F:36])[CH:20]=[C:3]2[C:2]=1[NH:1][C:47](=[O:50])[N:6]([CH2:7][C:8]1[CH:13]=[C:12]([Cl:14])[CH:11]=[CH:10][C:9]=1[S:15]([CH2:18][CH3:19])(=[O:17])=[O:16])[C:4]2=[O:5], predict the reactants needed to synthesize it. The reactants are: [NH2:1][C:2]1[C:23]([Cl:24])=[C:22]([CH2:25][N:26]2[CH2:31][CH2:30][N:29]3[CH2:32][CH2:33][CH2:34][C@H:28]3[CH2:27]2)[C:21]([C:35]([F:38])([F:37])[F:36])=[CH:20][C:3]=1[C:4]([NH:6][CH2:7][C:8]1[CH:13]=[C:12]([Cl:14])[CH:11]=[CH:10][C:9]=1[S:15]([CH2:18][CH3:19])(=[O:17])=[O:16])=[O:5].ClC1C(C2OCCO2)=C(OC(F)(F)F)C=C2C=1N[C:47](=[O:50])N(CC1C=C(Cl)C=CC=1S(CC)(=O)=O)C2=O. (5) Given the product [CH3:24][CH2:25][CH2:26][CH2:27][O:28][C@H:16]([CH2:15][OH:32])[CH2:17][CH3:12], predict the reactants needed to synthesize it. The reactants are: C(O)C.C1(C)C(C)=CC=CC=1.[CH:12]1[C:17]2[C@@H]3[C@:26](O)([CH2:27][O:28][C:16]=2[C:15]([OH:32])=C(O)C=1)[CH2:25][C:24]1C3=CC(O)=C(O)C=1.C1C=CC2C3(C4C=C(Br)C(O)=C(Br)C=4OC4C(Br)=C(O)C(Br)=CC3=4)OC(=O)C=2C=1. (6) Given the product [Br:1][C:2]1[CH:7]=[CH:6][C:5]([F:8])=[C:4]([C:17](=[O:18])[CH2:16][F:15])[CH:3]=1, predict the reactants needed to synthesize it. The reactants are: [Br:1][C:2]1[CH:7]=[CH:6][C:5]([F:8])=[C:4](I)[CH:3]=1.[Li]CCCC.[F:15][CH2:16][C:17](OCC)=[O:18]. (7) Given the product [CH2:1]([O:3][C:4]([C:6]1[S:10][C:9]([N:11]2[C:12]3[CH:17]=[C:16]([CH:18]=[O:19])[CH:15]=[CH:14][C:13]=3[N:20]=[CH:33]2)=[N:8][C:7]=1[C:23]1[CH:28]=[CH:27][CH:26]=[C:25]([Cl:29])[CH:24]=1)=[O:5])[CH3:2], predict the reactants needed to synthesize it. The reactants are: [CH2:1]([O:3][C:4]([C:6]1[S:10][C:9]([NH:11][C:12]2[CH:17]=[C:16]([CH:18]=[O:19])[CH:15]=[CH:14][C:13]=2[N+:20]([O-])=O)=[N:8][C:7]=1[C:23]1[CH:28]=[CH:27][CH:26]=[C:25]([Cl:29])[CH:24]=1)=[O:5])[CH3:2].[Cl-].[NH4+].O1CCC[CH2:33]1.